From a dataset of Reaction yield outcomes from USPTO patents with 853,638 reactions. Predict the reaction yield, written as a fraction of the theoretical maximum amount of product (1.0 means a 100% yield; for example, 0.34 means a 34% yield). The reactants are [CH3:1][NH:2][C:3]([C:5]1[CH:6]=[C:7]([CH:18]=[CH:19][CH:20]=1)[O:8][C:9]1[CH:14]=[CH:13][C:12]([N+:15]([O-])=O)=[CH:11][CH:10]=1)=[O:4]. The catalyst is CCOC(C)=O.[Pd]. The product is [CH3:1][NH:2][C:3]([C:5]1[CH:6]=[C:7]([CH:18]=[CH:19][CH:20]=1)[O:8][C:9]1[CH:14]=[CH:13][C:12]([NH2:15])=[CH:11][CH:10]=1)=[O:4]. The yield is 0.560.